Task: Predict the product of the given reaction.. Dataset: Forward reaction prediction with 1.9M reactions from USPTO patents (1976-2016) (1) Given the reactants I[C:2]1[CH:7]=[CH:6][C:5]([O:8][CH3:9])=[CH:4][C:3]=1[N+:10]([O-])=O.[C:13]1([NH:19][C:20](=O)[CH3:21])[CH:18]=[CH:17][CH:16]=[CH:15][CH:14]=1, predict the reaction product. The product is: [CH3:9][O:8][C:5]1[CH:6]=[CH:7][C:2]2[N:19]([C:13]3[CH:18]=[CH:17][CH:16]=[CH:15][CH:14]=3)[C:20]([CH3:21])=[N:10][C:3]=2[CH:4]=1. (2) Given the reactants [ClH:1].Br[C:3]1[CH:25]=[CH:24][C:6]([CH2:7][O:8][C:9]2[CH:10]=[C:11]3[C:16](=[CH:17][CH:18]=2)[CH2:15][CH:14]([CH2:19][CH2:20][N:21]([CH3:23])[CH3:22])[CH2:13][CH2:12]3)=[CH:5][CH:4]=1.[C:26]1([CH3:32])[CH:31]=[CH:30][CH:29]=[CH:28][CH:27]=1.C(=O)([O-])[O-].[Na+].[Na+].B(O)(O)O.CC1C=CC=CC=1, predict the reaction product. The product is: [ClH:1].[CH3:22][N:21]([CH2:20][CH2:19][CH:14]1[CH2:13][CH2:12][C:11]2[C:16](=[CH:17][CH:18]=[C:9]([O:8][CH2:7][C:6]3[CH:24]=[CH:25][C:3]([C:29]4[CH:30]=[CH:31][C:26]([CH3:32])=[CH:27][CH:28]=4)=[CH:4][CH:5]=3)[CH:10]=2)[CH2:15]1)[CH3:23]. (3) The product is: [O:29]=[S:21]1(=[O:30])[C:22]2[CH:28]=[CH:27][CH:26]=[CH:25][C:23]=2[CH2:24][N:18]([C:9]2[CH:8]=[C:7]([NH:4][CH2:3][CH2:2][CH2:1][NH2:5])[C:16]3[C:11](=[CH:12][CH:13]=[CH:14][C:15]=3[CH3:17])[N:10]=2)[CH2:19][CH2:20]1.[O:29]=[S:21]1(=[O:30])[C:22]2[CH:28]=[CH:27][CH:26]=[CH:25][C:23]=2[CH2:24][N:18]([C:9]2[CH:8]=[C:7]([NH:4][CH2:3][CH2:2][CH2:1][NH2:5])[C:12]3[C:11](=[CH:16][C:15]([CH3:17])=[CH:14][CH:13]=3)[N:10]=2)[CH2:19][CH2:20]1. Given the reactants [CH2:1]([NH2:5])[CH2:2][CH2:3][NH2:4].Cl[C:7]1[C:16]2[C:11](=[CH:12][CH:13]=[CH:14][C:15]=2[CH3:17])[N:10]=[C:9]([N:18]2[CH2:24][C:23]3[CH:25]=[CH:26][CH:27]=[CH:28][C:22]=3[S:21](=[O:30])(=[O:29])[CH2:20][CH2:19]2)[CH:8]=1.ClC1C2C(=CC(C)=CC=2)N=C(N2CC3C=CC=CC=3S(=O)(=O)CC2)C=1.ClC1C2C(=CC=C(OC(F)(F)F)C=2)N=C(N2CC3C=CC=CC=3S(=O)(=O)CC2)C=1.ClC1C=C(Cl)C2C(=CC=CC=2C)N=1.ClC1C=C(Cl)C2C(=CC(C)=CC=2)N=1, predict the reaction product. (4) Given the reactants [CH3:1][S:2]([CH2:5][CH2:6][C:7]1[CH:12]=[CH:11][CH:10]=[CH:9][C:8]=1[C:13]1[CH:14]=[C:15]2[C:20](=[C:21]([O:23]COCC[Si](C)(C)C)[CH:22]=1)[N:19]=[CH:18][N:17](COCC[Si](C)(C)C)[C:16]2=[O:40])(=[O:4])=[O:3].[F:41][C:42]([F:47])([F:46])[C:43]([OH:45])=[O:44], predict the reaction product. The product is: [F:41][C:42]([F:47])([F:46])[C:43]([OH:45])=[O:44].[OH:23][C:21]1[CH:22]=[C:13]([C:8]2[CH:9]=[CH:10][CH:11]=[CH:12][C:7]=2[CH2:6][CH2:5][S:2]([CH3:1])(=[O:4])=[O:3])[CH:14]=[C:15]2[C:20]=1[N:19]=[CH:18][NH:17][C:16]2=[O:40].